From a dataset of Forward reaction prediction with 1.9M reactions from USPTO patents (1976-2016). Predict the product of the given reaction. (1) Given the reactants [F:1][C:2]1[CH:10]=[C:9]([C:11]([F:14])([F:13])[F:12])[CH:8]=[CH:7][C:3]=1[C:4]([OH:6])=O.[NH2:15][CH2:16][C:17]1[CH:18]=[C:19]([CH:35]=[C:36]([F:38])[CH:37]=1)[O:20][C:21]1[CH:33]=[CH:32][C:24]([O:25][C:26]([CH3:31])([CH3:30])[C:27]([OH:29])=[O:28])=[C:23]([CH3:34])[CH:22]=1, predict the reaction product. The product is: [F:38][C:36]1[CH:35]=[C:19]([CH:18]=[C:17]([CH2:16][NH:15][C:4](=[O:6])[C:3]2[CH:7]=[CH:8][C:9]([C:11]([F:14])([F:13])[F:12])=[CH:10][C:2]=2[F:1])[CH:37]=1)[O:20][C:21]1[CH:33]=[CH:32][C:24]([O:25][C:26]([CH3:30])([CH3:31])[C:27]([OH:29])=[O:28])=[C:23]([CH3:34])[CH:22]=1. (2) Given the reactants Br.Br.Br.[CH2:4]([C:6]1[C:7]([C:14]2[CH:22]=[C:21]3[C:17]([C:18]([C:23]4[NH:24][C:25]5[CH2:30][CH2:29][NH:28][CH2:27][C:26]=5[N:31]=4)=[N:19][NH:20]3)=[CH:16][CH:15]=2)=[CH:8][C:9]([F:13])=[C:10]([OH:12])[CH:11]=1)[CH3:5].[N:32]1[C:41]2[C:36](=[CH:37][C:38]([CH:42]=O)=[CH:39][CH:40]=2)[CH:35]=[CH:34][CH:33]=1.CCN(C(C)C)C(C)C.CC(O)=O, predict the reaction product. The product is: [CH2:4]([C:6]1[C:7]([C:14]2[CH:22]=[C:21]3[C:17]([C:18]([C:23]4[NH:24][C:25]5[CH2:30][CH2:29][N:28]([CH2:42][C:38]6[CH:37]=[C:36]7[C:41](=[CH:40][CH:39]=6)[N:32]=[CH:33][CH:34]=[CH:35]7)[CH2:27][C:26]=5[N:31]=4)=[N:19][NH:20]3)=[CH:16][CH:15]=2)=[CH:8][C:9]([F:13])=[C:10]([OH:12])[CH:11]=1)[CH3:5]. (3) Given the reactants [C:1](OC(N1CCN(CC(C2C=CC(Cl)=CC=2)C2C=CC(Cl)=CC=2)CC1)=O)(C)(C)C.[Cl:30][C:31]1[CH:36]=[CH:35][C:34]([CH:37]([C:45]2[CH:50]=[CH:49][C:48]([C:51]3[CH:52]=[N:53][NH:54][CH:55]=3)=[CH:47][CH:46]=2)[CH2:38][N:39]2[CH2:44][CH2:43]N[CH2:41][CH2:40]2)=[CH:33][CH:32]=1.C(N1CCNCC1)(OC(C)(C)C)=O, predict the reaction product. The product is: [Cl:30][C:31]1[CH:36]=[CH:35][C:34]([CH:37]([C:45]2[CH:50]=[CH:49][C:48]([C:51]3[CH:52]=[N:53][NH:54][CH:55]=3)=[CH:47][CH:46]=2)[CH2:38][N:39]2[CH2:40][CH2:41][CH2:1][CH2:43][CH2:44]2)=[CH:33][CH:32]=1. (4) Given the reactants [Br:1][C:2]1[CH:7]=[CH:6][N:5]=[C:4]([NH2:8])[CH:3]=1.N1C=CC=CC=1.[C:15](Cl)(=[O:18])[CH2:16][CH3:17].O, predict the reaction product. The product is: [Br:1][C:2]1[CH:7]=[CH:6][N:5]=[C:4]([NH:8][C:15](=[O:18])[CH2:16][CH3:17])[CH:3]=1. (5) Given the reactants [I:1][C:2]1[C:7]([OH:8])=[CH:6][CH:5]=[C:4]([CH3:9])[N:3]=1.Br[CH2:11][CH2:12][OH:13], predict the reaction product. The product is: [I:1][C:2]1[C:7]([O:8][CH2:11][CH2:12][OH:13])=[CH:6][CH:5]=[C:4]([CH3:9])[N:3]=1. (6) The product is: [OH:45][NH:44][C:19](=[O:21])/[CH:18]=[CH:17]/[C:13]1[CH:14]=[CH:15][CH:16]=[C:11]([S:8](=[O:10])(=[O:9])[NH:7][C:1]2[CH:6]=[CH:5][CH:4]=[CH:3][CH:2]=2)[CH:12]=1.[C:1]1([NH:7][S:8]([C:11]2[CH:12]=[C:13](/[CH:17]=[CH:18]/[C:19]([OH:21])=[O:20])[CH:14]=[CH:15][CH:16]=2)(=[O:10])=[O:9])[CH:2]=[CH:3][CH:4]=[CH:5][CH:6]=1. Given the reactants [C:1]1([NH:7][S:8]([C:11]2[CH:12]=[C:13](/[CH:17]=[CH:18]/[C:19]([OH:21])=[O:20])[CH:14]=[CH:15][CH:16]=2)(=[O:10])=[O:9])[CH:6]=[CH:5][CH:4]=[CH:3][CH:2]=1.N12CCCN=C1CCCCC2.C(OC(C)C)(=O)C.S(Cl)(Cl)=O.[NH2:44][OH:45], predict the reaction product.